Dataset: Forward reaction prediction with 1.9M reactions from USPTO patents (1976-2016). Task: Predict the product of the given reaction. (1) The product is: [CH3:9][O:10][N:11]([CH3:12])[C:6]([C@@H:2]1[CH2:3][CH2:4][CH2:5][O:1]1)=[O:8]. Given the reactants [O:1]1[CH2:5][CH2:4][CH2:3][C@H:2]1[C:6]([OH:8])=O.[CH3:9][O:10][N:11](C)[C:12]([C@@H]1C[C@H]1C)=O, predict the reaction product. (2) Given the reactants [OH:1][CH:2]1[CH2:7][CH2:6][N:5]([C:8]([O:10][C:11]([CH3:14])([CH3:13])[CH3:12])=[O:9])[CH2:4][CH2:3]1.Br[CH:16]1[CH2:21][CH2:20][CH2:19][CH:18]=[CH:17]1, predict the reaction product. The product is: [CH:21]1([O:1][CH:2]2[CH2:3][CH2:4][N:5]([C:8]([O:10][C:11]([CH3:14])([CH3:13])[CH3:12])=[O:9])[CH2:6][CH2:7]2)[CH2:20][CH2:19][CH2:18][CH:17]=[CH:16]1. (3) Given the reactants OO[S:3]([O-:5])=[O:4].[K+].[CH3:7][C:8]1([S:26]([C:29]2[CH:34]=[CH:33][CH:32]=[C:31]([C:35]([F:38])([F:37])[F:36])[CH:30]=2)(=[O:28])=[O:27])[CH2:13][CH2:12][O:11][CH:10]([C:14]2[C:19](SC)=[CH:18][C:17]([C:22]([F:25])([F:24])[F:23])=[CH:16][N:15]=2)[CH2:9]1.[CH3:39]C#N, predict the reaction product. The product is: [CH3:39][S:3]([C:19]1[C:14]([CH:10]2[CH2:9][C:8]([CH3:7])([S:26]([C:29]3[CH:34]=[CH:33][CH:32]=[C:31]([C:35]([F:38])([F:36])[F:37])[CH:30]=3)(=[O:28])=[O:27])[CH2:13][CH2:12][O:11]2)=[N:15][CH:16]=[C:17]([C:22]([F:23])([F:24])[F:25])[CH:18]=1)(=[O:5])=[O:4]. (4) Given the reactants C([NH:8][S:9]([N:12]1[CH2:16][CH2:15][C:14]([F:18])([F:17])[CH2:13]1)(=[O:11])=[O:10])(OC(C)(C)C)=O.C(C1(S([NH-])(=O)=O)CC1)C, predict the reaction product. The product is: [F:18][C:14]1([F:17])[CH2:15][CH2:16][N:12]([S:9]([NH2:8])(=[O:11])=[O:10])[CH2:13]1. (5) Given the reactants [Cl:1][C:2]1[C:3]([F:22])=[C:4]([NH:9][C:10]([C:12]2[N:16]([CH3:17])[CH:15]=[C:14]([S:18](Cl)(=[O:20])=[O:19])[CH:13]=2)=[O:11])[CH:5]=[CH:6][C:7]=1[F:8].ClC1C(F)=C(C=CC=1F)N.[CH3:33][C:34]1([NH2:38])[CH2:37][O:36][CH2:35]1, predict the reaction product. The product is: [Cl:1][C:2]1[C:3]([F:22])=[C:4]([NH:9][C:10]([C:12]2[N:16]([CH3:17])[CH:15]=[C:14]([S:18](=[O:20])(=[O:19])[NH:38][C:34]3([CH3:33])[CH2:37][O:36][CH2:35]3)[CH:13]=2)=[O:11])[CH:5]=[CH:6][C:7]=1[F:8]. (6) Given the reactants [N:1]1[CH:6]=[CH:5][CH:4]=[C:3]([S:7](Cl)(=[O:9])=[O:8])[CH:2]=1.Cl.[Br:12][C:13]1[CH:20]=[CH:19][C:16]([CH2:17][NH2:18])=[CH:15][CH:14]=1, predict the reaction product. The product is: [Br:12][C:13]1[CH:20]=[CH:19][C:16]([CH2:17][NH:18][S:7]([C:3]2[CH:2]=[N:1][CH:6]=[CH:5][CH:4]=2)(=[O:9])=[O:8])=[CH:15][CH:14]=1. (7) Given the reactants [S:1]1[CH:8]=[CH:7][C:6]2[C:5]3[NH:9][N:10]=[C:11]([C:12]4[CH:17]=[CH:16][C:15]([NH2:18])=[CH:14][CH:13]=4)[C:4]=3[CH2:3][C:2]1=2.C([O-])([O-])=[O:20].[Cs+].[Cs+], predict the reaction product. The product is: [NH2:18][C:15]1[CH:16]=[CH:17][C:12]([C:11]2[C:4]3[C:3](=[O:20])[C:2]4[S:1][CH:8]=[CH:7][C:6]=4[C:5]=3[NH:9][N:10]=2)=[CH:13][CH:14]=1.